From a dataset of NCI-60 drug combinations with 297,098 pairs across 59 cell lines. Regression. Given two drug SMILES strings and cell line genomic features, predict the synergy score measuring deviation from expected non-interaction effect. (1) Drug 1: CC1=C2C(C(=O)C3(C(CC4C(C3C(C(C2(C)C)(CC1OC(=O)C(C(C5=CC=CC=C5)NC(=O)OC(C)(C)C)O)O)OC(=O)C6=CC=CC=C6)(CO4)OC(=O)C)OC)C)OC. Drug 2: CC12CCC3C(C1CCC2O)C(CC4=C3C=CC(=C4)O)CCCCCCCCCS(=O)CCCC(C(F)(F)F)(F)F. Cell line: NCIH23. Synergy scores: CSS=55.3, Synergy_ZIP=14.1, Synergy_Bliss=14.1, Synergy_Loewe=-20.2, Synergy_HSA=14.1. (2) Drug 1: CC1C(C(=O)NC(C(=O)N2CCCC2C(=O)N(CC(=O)N(C(C(=O)O1)C(C)C)C)C)C(C)C)NC(=O)C3=C4C(=C(C=C3)C)OC5=C(C(=O)C(=C(C5=N4)C(=O)NC6C(OC(=O)C(N(C(=O)CN(C(=O)C7CCCN7C(=O)C(NC6=O)C(C)C)C)C)C(C)C)C)N)C. Drug 2: CC=C1C(=O)NC(C(=O)OC2CC(=O)NC(C(=O)NC(CSSCCC=C2)C(=O)N1)C(C)C)C(C)C. Cell line: SNB-19. Synergy scores: CSS=21.0, Synergy_ZIP=3.68, Synergy_Bliss=6.53, Synergy_Loewe=-9.01, Synergy_HSA=0.206. (3) Drug 1: C1=NC2=C(N1)C(=S)N=C(N2)N. Drug 2: C(CC(=O)O)C(=O)CN.Cl. Cell line: PC-3. Synergy scores: CSS=20.1, Synergy_ZIP=-9.75, Synergy_Bliss=-4.16, Synergy_Loewe=-5.40, Synergy_HSA=-2.27. (4) Drug 1: CC(C1=C(C=CC(=C1Cl)F)Cl)OC2=C(N=CC(=C2)C3=CN(N=C3)C4CCNCC4)N. Drug 2: CC=C1C(=O)NC(C(=O)OC2CC(=O)NC(C(=O)NC(CSSCCC=C2)C(=O)N1)C(C)C)C(C)C. Cell line: MCF7. Synergy scores: CSS=26.2, Synergy_ZIP=-0.805, Synergy_Bliss=3.09, Synergy_Loewe=-22.5, Synergy_HSA=3.55.